Predict which catalyst facilitates the given reaction. From a dataset of Catalyst prediction with 721,799 reactions and 888 catalyst types from USPTO. (1) Reactant: C(NC(C)C)(C)C.C([Li])CCC.[C:13]1(=[O:19])[CH2:18][CH2:17][CH2:16][CH:15]=[CH:14]1.[C:20]([O:24][CH3:25])(=[O:23])[CH:21]=[CH2:22].[Cl-].[NH4+]. Product: [O:19]=[C:13]1[CH2:18][CH:17]2[CH2:16][CH2:15][CH:14]1[CH2:22][CH:21]2[C:20]([O:24][CH3:25])=[O:23]. The catalyst class is: 332. (2) Reactant: [Cl:1][CH2:2][C:3]1[CH:31]=[CH:30][C:6]([C:7]([NH:9][C:10]2[C:11]3[CH:22]=[C:21]([C:23]([O:25]C(C)(C)C)=[O:24])[S:20][C:12]=3[N:13]([C:15]([O:17][CH2:18][CH3:19])=[O:16])[N:14]=2)=[O:8])=[CH:5][CH:4]=1.Cl. Product: [CH2:18]([O:17][C:15]([N:13]1[C:12]2[S:20][C:21]([C:23]([OH:25])=[O:24])=[CH:22][C:11]=2[C:10]([NH:9][C:7](=[O:8])[C:6]2[CH:5]=[CH:4][C:3]([CH2:2][Cl:1])=[CH:31][CH:30]=2)=[N:14]1)=[O:16])[CH3:19]. The catalyst class is: 12. (3) Reactant: [NH2:1][C:2]1[CH:7]=[CH:6][CH:5]=[CH:4][CH:3]=1.CC(C)([O-])C.[K+].[C:14]([C:16]1[CH:17]=[C:18]([S:23]([NH:26][C:27](=[O:33])[O:28][C:29]([CH3:32])([CH3:31])[CH3:30])(=[O:25])=[O:24])[CH:19]=[CH:20][C:21]=1F)#[N:15].[CH3:34][S:35]([CH3:37])=O. Product: [C:14]([C:16]1[CH:17]=[C:18]([S:23]([NH:26][C:27](=[O:33])[O:28][C:29]([CH3:32])([CH3:31])[CH3:30])(=[O:25])=[O:24])[CH:19]=[CH:20][C:21]=1[NH:1][C:2]1[CH:7]=[CH:6][C:34]([S:35][CH3:37])=[C:4]([CH3:5])[CH:3]=1)#[N:15]. The catalyst class is: 625.